Dataset: Buchwald-Hartwig C-N cross coupling reaction yields with 55,370 reactions. Task: Predict the reaction yield, written as a fraction of the theoretical maximum amount of product (1.0 means a 100% yield; for example, 0.34 means a 34% yield). (1) The reactants are CCc1ccc(Br)cc1.Cc1ccc(N)cc1.O=S(=O)(O[Pd]1c2ccccc2-c2ccccc2N~1)C(F)(F)F.COc1ccc(OC)c(P(C(C)(C)C)C(C)(C)C)c1-c1c(C(C)C)cc(C(C)C)cc1C(C)C.CN1CCCN2CCCN=C12.COC(=O)c1cc(-c2cccs2)on1. No catalyst specified. The product is CCc1ccc(Nc2ccc(C)cc2)cc1. The yield is 0.592. (2) The reactants are CCc1ccc(I)cc1.Cc1ccc(N)cc1.O=S(=O)(O[Pd]1c2ccccc2-c2ccccc2N~1)C(F)(F)F.COc1ccc(OC)c(P([C@]23C[C@H]4C[C@H](C[C@H](C4)C2)C3)[C@]23C[C@H]4C[C@H](C[C@H](C4)C2)C3)c1-c1c(C(C)C)cc(C(C)C)cc1C(C)C.CCN=P(N=P(N(C)C)(N(C)C)N(C)C)(N(C)C)N(C)C.c1ccc(-c2ccno2)cc1. No catalyst specified. The product is CCc1ccc(Nc2ccc(C)cc2)cc1. The yield is 0.253. (3) The reactants are Clc1ccccn1.Cc1ccc(N)cc1.O=S(=O)(O[Pd]1c2ccccc2-c2ccccc2N~1)C(F)(F)F.COc1ccc(OC)c(P([C@]23C[C@H]4C[C@H](C[C@H](C4)C2)C3)[C@]23C[C@H]4C[C@H](C[C@H](C4)C2)C3)c1-c1c(C(C)C)cc(C(C)C)cc1C(C)C.CN1CCCN2CCCN=C12.c1ccc2nocc2c1. No catalyst specified. The yield is 0.136. The product is Cc1ccc(Nc2ccccn2)cc1. (4) The reactants are Brc1ccccn1.Cc1ccc(N)cc1.O=S(=O)(O[Pd]1c2ccccc2-c2ccccc2N~1)C(F)(F)F.COc1ccc(OC)c(P([C@]23C[C@H]4C[C@H](C[C@H](C4)C2)C3)[C@]23C[C@H]4C[C@H](C[C@H](C4)C2)C3)c1-c1c(C(C)C)cc(C(C)C)cc1C(C)C.CN1CCCN2CCCN=C12.c1ccc(CN(Cc2ccccc2)c2ccon2)cc1. No catalyst specified. The product is Cc1ccc(Nc2ccccn2)cc1. The yield is 0.857. (5) The reactants are Clc1ccccn1.Cc1ccc(N)cc1.O=S(=O)(O[Pd]1c2ccccc2-c2ccccc2N~1)C(F)(F)F.CC(C)c1cc(C(C)C)c(-c2ccccc2P(C(C)(C)C)C(C)(C)C)c(C(C)C)c1.CCN=P(N=P(N(C)C)(N(C)C)N(C)C)(N(C)C)N(C)C.CCOC(=O)c1cnoc1C. No catalyst specified. The product is Cc1ccc(Nc2ccccn2)cc1. The yield is 0.217. (6) The reactants are COc1ccc(I)cc1.Cc1ccc(N)cc1.O=S(=O)(O[Pd]1c2ccccc2-c2ccccc2N~1)C(F)(F)F.COc1ccc(OC)c(P([C@]23C[C@H]4C[C@H](C[C@H](C4)C2)C3)[C@]23C[C@H]4C[C@H](C[C@H](C4)C2)C3)c1-c1c(C(C)C)cc(C(C)C)cc1C(C)C.CN(C)C(=NC(C)(C)C)N(C)C.COC(=O)c1cc(-c2ccco2)on1. No catalyst specified. The product is COc1ccc(Nc2ccc(C)cc2)cc1. The yield is 0.361. (7) The reactants are COc1ccc(Br)cc1.Cc1ccc(N)cc1.O=S(=O)(O[Pd]1c2ccccc2-c2ccccc2N~1)C(F)(F)F.COc1ccc(OC)c(P([C@]23C[C@H]4C[C@H](C[C@H](C4)C2)C3)[C@]23C[C@H]4C[C@H](C[C@H](C4)C2)C3)c1-c1c(C(C)C)cc(C(C)C)cc1C(C)C.CN(C)C(=NC(C)(C)C)N(C)C.COC(=O)c1ccno1. No catalyst specified. The product is COc1ccc(Nc2ccc(C)cc2)cc1. The yield is 0.0305. (8) The reactants are COc1ccc(Br)cc1.Cc1ccc(N)cc1.O=S(=O)(O[Pd]1c2ccccc2-c2ccccc2N~1)C(F)(F)F.COc1ccc(OC)c(P([C@]23C[C@H]4C[C@H](C[C@H](C4)C2)C3)[C@]23C[C@H]4C[C@H](C[C@H](C4)C2)C3)c1-c1c(C(C)C)cc(C(C)C)cc1C(C)C.CN(C)C(=NC(C)(C)C)N(C)C.CCOC(=O)c1cc(C)no1. No catalyst specified. The product is COc1ccc(Nc2ccc(C)cc2)cc1. The yield is 0.217.